Dataset: Full USPTO retrosynthesis dataset with 1.9M reactions from patents (1976-2016). Task: Predict the reactants needed to synthesize the given product. (1) The reactants are: Br[C:2]1[CH:11]=[C:10]2[C:5]([C:6]([S:22][CH3:23])=[N:7][C:8]([C:12]([F:21])([F:20])[C:13]3[CH:18]=[CH:17][C:16]([F:19])=[CH:15][CH:14]=3)=[N:9]2)=[CH:4][CH:3]=1.C1(P(C2C=CC=CC=2)C2C3OC4C(=CC=CC=4P(C4C=CC=CC=4)C4C=CC=CC=4)C(C)(C)C=3C=CC=2)C=CC=CC=1.[OH:66][C@H:67]1[CH2:71][NH:70][C:69](=[O:72])[CH2:68]1.C([O-])([O-])=O.[Cs+].[Cs+]. Given the product [F:20][C:12]([F:21])([C:13]1[CH:18]=[CH:17][C:16]([F:19])=[CH:15][CH:14]=1)[C:8]1[N:7]=[C:6]([S:22][CH3:23])[C:5]2[C:10](=[CH:11][C:2]([N:70]3[CH2:71][C@H:67]([OH:66])[CH2:68][C:69]3=[O:72])=[CH:3][CH:4]=2)[N:9]=1, predict the reactants needed to synthesize it. (2) Given the product [NH2:29][C:25]1[N:26]=[C:27]([CH3:28])[C:22]([CH2:21][NH:20][C:18]([C:16]2[CH:15]=[N:14][N:13]([CH2:12][C:8]3[CH:7]=[CH:6][C:5]4[C:10](=[CH:11][C:2]([Cl:1])=[CH:3][CH:4]=4)[N:9]=3)[CH:17]=2)=[O:19])=[C:23]([CH3:37])[CH:24]=1, predict the reactants needed to synthesize it. The reactants are: [Cl:1][C:2]1[CH:11]=[C:10]2[C:5]([CH:6]=[CH:7][C:8]([CH2:12][N:13]3[CH:17]=[C:16]([C:18]([NH:20][CH2:21][C:22]4[C:23]([CH3:37])=[CH:24][C:25]([NH:29]C(=O)OC(C)(C)C)=[N:26][C:27]=4[CH3:28])=[O:19])[CH:15]=[N:14]3)=[N:9]2)=[CH:4][CH:3]=1.C(O)(C(F)(F)F)=O. (3) Given the product [F:3][C:4]1[CH:5]=[CH:6][C:7](/[C:10](=[N:18]/[O:19][CH2:21][C:22]2[CH:23]=[CH:24][C:25]([O:26][CH2:27][C:28]3[N:29]=[C:30]([C:34]4[CH:39]=[CH:38][CH:37]=[CH:36][CH:35]=4)[O:31][C:32]=3[CH3:33])=[CH:40][CH:41]=2)/[CH2:11][CH2:12][C:13]([OH:15])=[O:14])=[CH:8][CH:9]=1, predict the reactants needed to synthesize it. The reactants are: [H-].[Na+].[F:3][C:4]1[CH:9]=[CH:8][C:7](/[C:10](=[N:18]/[OH:19])/[CH2:11][CH2:12][C:13]([O:15]CC)=[O:14])=[CH:6][CH:5]=1.Cl[CH2:21][C:22]1[CH:41]=[CH:40][C:25]([O:26][CH2:27][C:28]2[N:29]=[C:30]([C:34]3[CH:39]=[CH:38][CH:37]=[CH:36][CH:35]=3)[O:31][C:32]=2[CH3:33])=[CH:24][CH:23]=1.Cl.C(=O)(O)[O-].[Na+]. (4) Given the product [Cl:1][C:2]1[CH:3]=[N:4][C:5]2[N:6]([N:8]=[C:9]([C:11]([N:21]3[CH2:20][CH2:19][C:18]4[C:23](=[CH:24][C:25]([O:26][CH3:27])=[C:16]([O:15][CH3:14])[CH:17]=4)[CH2:22]3)=[O:13])[CH:10]=2)[CH:7]=1, predict the reactants needed to synthesize it. The reactants are: [Cl:1][C:2]1[CH:3]=[N:4][C:5]2[N:6]([N:8]=[C:9]([C:11]([OH:13])=O)[CH:10]=2)[CH:7]=1.[CH3:14][O:15][C:16]1[CH:17]=[C:18]2[C:23](=[CH:24][C:25]=1[O:26][CH3:27])[CH2:22][NH:21][CH2:20][CH2:19]2. (5) The reactants are: [N:1]1([CH2:7][C:8]2[CH:9]=[C:10]([C:14]3[CH:19]=[CH:18][N:17]=[C:16]4[N:20]=[C:21]([C:23]5[CH:32]=[CH:31][C:26]([C:27]([O:29]C)=[O:28])=[CH:25][CH:24]=5)[NH:22][C:15]=34)[CH:11]=[CH:12][CH:13]=2)[CH2:6][CH2:5][O:4][CH2:3][CH2:2]1. Given the product [N:1]1([CH2:7][C:8]2[CH:9]=[C:10]([C:14]3[CH:19]=[CH:18][N:17]=[C:16]4[N:20]=[C:21]([C:23]5[CH:32]=[CH:31][C:26]([C:27]([OH:29])=[O:28])=[CH:25][CH:24]=5)[NH:22][C:15]=34)[CH:11]=[CH:12][CH:13]=2)[CH2:6][CH2:5][O:4][CH2:3][CH2:2]1, predict the reactants needed to synthesize it. (6) Given the product [CH3:32][N:1]1[CH2:6][CH2:5][CH2:4][C@@H:3]([NH:7][C:8]([N:10]2[CH2:19][CH2:18][C:17]3[C:12](=[CH:13][CH:14]=[CH:15][CH:16]=3)[CH:11]2[C:20]2[CH:21]=[CH:22][C:23]([C:26]([F:27])([F:28])[F:29])=[CH:24][CH:25]=2)=[O:9])[CH2:2]1, predict the reactants needed to synthesize it. The reactants are: [NH:1]1[CH2:6][CH2:5][CH2:4][C@@H:3]([NH:7][C:8]([N:10]2[CH2:19][CH2:18][C:17]3[C:12](=[CH:13][CH:14]=[CH:15][CH:16]=3)[CH:11]2[C:20]2[CH:25]=[CH:24][C:23]([C:26]([F:29])([F:28])[F:27])=[CH:22][CH:21]=2)=[O:9])[CH2:2]1.C=O.[C:32](O[BH-](OC(=O)C)OC(=O)C)(=O)C.[Na+].C([O-])(O)=O.[Na+]. (7) Given the product [Cl:20][C:8]1[C:9]2[C:4](=[C:3]([O:2][CH3:1])[CH:12]=[C:11]([O:13][CH3:14])[CH:10]=2)[C:5]([CH2:16][CH3:17])=[N:6][N:7]=1, predict the reactants needed to synthesize it. The reactants are: [CH3:1][O:2][C:3]1[CH:12]=[C:11]([O:13][CH3:14])[CH:10]=[C:9]2[C:4]=1[C:5]([CH2:16][CH3:17])=[N:6][NH:7][C:8]2=O.P(Cl)(Cl)([Cl:20])=O.